Predict which catalyst facilitates the given reaction. From a dataset of Catalyst prediction with 721,799 reactions and 888 catalyst types from USPTO. (1) Reactant: C(OC([N:8]1[CH2:12][CH2:11][CH:10]([N:13]([CH2:19][C:20]2[CH:25]=[CH:24][C:23]([Cl:26])=[CH:22][CH:21]=2)[CH2:14][C:15]([O:17][CH3:18])=[O:16])[CH2:9]1)=O)(C)(C)C. Product: [CH3:18][O:17][C:15](=[O:16])[CH2:14][N:13]([CH2:19][C:20]1[CH:21]=[CH:22][C:23]([Cl:26])=[CH:24][CH:25]=1)[CH:10]1[CH2:11][CH2:12][NH:8][CH2:9]1. The catalyst class is: 89. (2) Reactant: [CH:1]([C:3]1[CH:4]=[N:5][N:6]([CH3:17])[C:7]=1[C:8]1[CH:9]=[C:10]([C:13]([O:15][CH3:16])=[O:14])[S:11][CH:12]=1)=[CH2:2]. Product: [CH2:1]([C:3]1[CH:4]=[N:5][N:6]([CH3:17])[C:7]=1[C:8]1[CH:9]=[C:10]([C:13]([O:15][CH3:16])=[O:14])[S:11][CH:12]=1)[CH3:2]. The catalyst class is: 78. (3) Reactant: [C:1]([O:5][C:6](=[O:25])/[CH:7]=[CH:8]/[C:9]1[S:10][C:11]([C:15]([O:17]CC2C=CC=CC=2)=[O:16])=[CH:12][C:13]=1[CH3:14])([CH3:4])([CH3:3])[CH3:2]. Product: [C:1]([O:5][C:6](=[O:25])[CH2:7][CH2:8][C:9]1[S:10][C:11]([C:15]([OH:17])=[O:16])=[CH:12][C:13]=1[CH3:14])([CH3:4])([CH3:2])[CH3:3]. The catalyst class is: 29. (4) Reactant: CS[C:3]([N:7]1[CH2:11][C:10]([CH3:13])([CH3:12])[CH:9]=[N:8]1)=[N:4][CH2:5][CH3:6].[S:14]([NH2:24])(=[O:23])([C:16]1[CH:21]=[CH:20][C:19]([NH2:22])=[CH:18][CH:17]=1)=[O:15]. Product: [NH2:22][C:19]1[CH:20]=[CH:21][C:16]([S:14]([N:24]=[C:3]([N:7]2[CH2:11][C:10]([CH3:12])([CH3:13])[CH:9]=[N:8]2)[NH:4][CH2:5][CH3:6])(=[O:15])=[O:23])=[CH:17][CH:18]=1. The catalyst class is: 10.